The task is: Predict the product of the given reaction.. This data is from Forward reaction prediction with 1.9M reactions from USPTO patents (1976-2016). (1) Given the reactants [Br:1][C:2]1[CH:7]=[CH:6][CH:5]=[CH:4][C:3]=1[C:8](=O)[CH2:9][CH2:10][CH2:11][CH2:12][N:13]1[CH2:18][CH2:17][CH:16]([C:19]2[CH:20]=[C:21]([NH:25][C:26](=[O:30])[CH:27]([CH3:29])[CH3:28])[CH:22]=[CH:23][CH:24]=2)[CH2:15][CH2:14]1.[C:32]1([NH:38]N)[CH:37]=[CH:36][CH:35]=[CH:34][CH:33]=1, predict the reaction product. The product is: [Br:1][C:2]1[CH:7]=[CH:6][CH:5]=[CH:4][C:3]=1[C:8]1[NH:38][C:32]2[C:37]([C:9]=1[CH2:10][CH2:11][CH2:12][N:13]1[CH2:18][CH2:17][CH:16]([C:19]3[CH:20]=[C:21]([NH:25][C:26](=[O:30])[CH:27]([CH3:29])[CH3:28])[CH:22]=[CH:23][CH:24]=3)[CH2:15][CH2:14]1)=[CH:36][CH:35]=[CH:34][CH:33]=2. (2) Given the reactants C(OC([N:8]1[CH2:14][CH2:13][C@:12]([CH2:29][C:30]([O:32][C:33]([CH3:36])([CH3:35])[CH3:34])=[O:31])([C:15]2[S:16][C:17]([C:20]3[CH:25]=[CH:24][C:23]([CH2:26][CH2:27][CH3:28])=[CH:22][CH:21]=3)=[CH:18][CH:19]=2)[S:11](=[O:38])(=[O:37])[CH2:10][CH2:9]1)=O)(C)(C)C.Cl.C(=O)(O)[O-].[Na+], predict the reaction product. The product is: [CH2:26]([C:23]1[CH:22]=[CH:21][C:20]([C:17]2[S:16][C:15]([C@:12]3([CH2:29][C:30]([O:32][C:33]([CH3:34])([CH3:36])[CH3:35])=[O:31])[S:11](=[O:38])(=[O:37])[CH2:10][CH2:9][NH:8][CH2:14][CH2:13]3)=[CH:19][CH:18]=2)=[CH:25][CH:24]=1)[CH2:27][CH3:28]. (3) The product is: [CH2:15]([N:1]1[CH2:6][CH2:5][O:4][CH2:3][CH2:2]1)[C:14]#[CH:13]. Given the reactants [NH:1]1[CH2:6][CH2:5][O:4][CH2:3][CH2:2]1.C(=O)([O-])[O-].[K+].[K+].[CH2:13](Br)[C:14]#[CH:15], predict the reaction product. (4) Given the reactants C(OC([N:8]1[CH2:13][CH2:12][CH:11]([O:14][C:15]2[CH:20]=[CH:19][C:18]([CH:21]=O)=[CH:17][CH:16]=2)[CH2:10][CH2:9]1)=O)(C)(C)C.C(OC(N1CCC(OC2C=CC(CNCC[C:47]3[CH:52]=[C:51]([O:53][CH3:54])[CH:50]=[CH:49][C:48]=3[C@@H:55]3[CH2:64][CH2:63][C:62]4[C:57](=[CH:58][CH:59]=[C:60]([O:65][C:66](=[O:71])[C:67]([CH3:70])([CH3:69])[CH3:68])[CH:61]=4)[CH2:56]3)=CC=2)CC1)=O)(C)(C)C.F[C:73](F)(F)[C:74](O)=O.[NH3:79], predict the reaction product. The product is: [CH2:73]([N:79]([CH2:21][C:18]1[CH:17]=[CH:16][C:15]([O:14][CH:11]2[CH2:10][CH2:9][NH:8][CH2:13][CH2:12]2)=[CH:20][CH:19]=1)[C:47]1[CH:52]=[C:51]([O:53][CH3:54])[CH:50]=[CH:49][C:48]=1[C@@H:55]1[CH2:64][CH2:63][C:62]2[CH:61]=[C:60]([O:65][C:66](=[O:71])[C:67]([CH3:68])([CH3:69])[CH3:70])[CH:59]=[CH:58][C:57]=2[CH2:56]1)[CH3:74].